From a dataset of Full USPTO retrosynthesis dataset with 1.9M reactions from patents (1976-2016). Predict the reactants needed to synthesize the given product. (1) Given the product [NH2:48][C:47]1[N:43]([CH3:42])[N:44]=[CH:45][C:46]=1[NH:49][C:11](=[O:13])[CH:10]([OH:14])[CH2:9][NH:8][C:6](=[O:7])[O:5][C:1]([CH3:2])([CH3:3])[CH3:4], predict the reactants needed to synthesize it. The reactants are: [C:1]([O:5][C:6]([NH:8][CH2:9][CH:10]([OH:14])[C:11]([OH:13])=O)=[O:7])([CH3:4])([CH3:3])[CH3:2].C1C=CC2N(O)N=NC=2C=1.CCN=C=NCCCN(C)C.Cl.S(O)(O)(=O)=O.[CH3:42][N:43]1[C:47]([NH2:48])=[C:46]([NH2:49])[CH:45]=[N:44]1.C(N(CC)C(C)C)(C)C. (2) Given the product [Cl:3][C:4]1[CH:5]=[C:6]([O:13][CH3:14])[CH:7]=[C:8]([F:12])[C:9]=1[CH2:10][OH:11], predict the reactants needed to synthesize it. The reactants are: CI.[Cl:3][C:4]1[CH:5]=[C:6]([OH:13])[CH:7]=[C:8]([F:12])[C:9]=1[CH2:10][OH:11].[C:14](=O)([O-])[O-].[K+].[K+]. (3) Given the product [CH3:1][CH2:2][O:3][C:4]([C:6]1[N:16]([C:17]([O:19][C:20]([CH3:22])([CH3:21])[CH3:23])=[O:18])[C:9]2=[N:10][C:11]([Br:15])=[C:12]([O:14][CH2:26][CH3:27])[CH:13]=[C:8]2[CH:7]=1)=[O:5], predict the reactants needed to synthesize it. The reactants are: [CH3:1][CH2:2][O:3][C:4]([C:6]1[N:16]([C:17]([O:19][C:20]([CH3:23])([CH3:22])[CH3:21])=[O:18])[C:9]2=[N:10][C:11]([Br:15])=[C:12]([OH:14])[CH:13]=[C:8]2[CH:7]=1)=[O:5].[H-].[Na+].[CH2:26](Br)[CH3:27]. (4) The reactants are: CCN=C=NCCCN(C)C.[Cl:12][C:13]([Cl:31])([Cl:30])[C:14]1[O:18][N:17]=[C:16]([CH:19]2[CH2:24][CH2:23][CH:22]([N:25]3[CH2:28][CH:27]([NH2:29])[CH2:26]3)[CH2:21][CH2:20]2)[N:15]=1.[F:32][C:33]([F:48])([F:47])[C:34]1[CH:35]=[C:36]([CH:44]=[CH:45][CH:46]=1)[C:37]([NH:39][CH2:40][C:41](O)=[O:42])=[O:38]. Given the product [Cl:31][C:13]([Cl:30])([Cl:12])[C:14]1[O:18][N:17]=[C:16]([CH:19]2[CH2:24][CH2:23][CH:22]([N:25]3[CH2:28][CH:27]([NH:29][C:41]([CH2:40][NH:39][C:37](=[O:38])[C:36]4[CH:44]=[CH:45][CH:46]=[C:34]([C:33]([F:48])([F:32])[F:47])[CH:35]=4)=[O:42])[CH2:26]3)[CH2:21][CH2:20]2)[N:15]=1, predict the reactants needed to synthesize it.